Dataset: Retrosynthesis with 50K atom-mapped reactions and 10 reaction types from USPTO. Task: Predict the reactants needed to synthesize the given product. The reactants are: C=C(C)[C@H]1CC[C@@](C)(O)[C@H]1C.CC(=O)Cl. Given the product C=C(C)[C@H]1CC[C@@](C)(OC(C)=O)[C@H]1C, predict the reactants needed to synthesize it.